Dataset: Reaction yield outcomes from USPTO patents with 853,638 reactions. Task: Predict the reaction yield, written as a fraction of the theoretical maximum amount of product (1.0 means a 100% yield; for example, 0.34 means a 34% yield). (1) The reactants are [NH:1]1[C:9]2[C:4](=[CH:5][CH:6]=[CH:7][CH:8]=2)[C:3]([CH2:10][C:11]([OH:13])=[O:12])=[CH:2]1.C(=O)=O.CC(C)=O.[Li+].C[Si]([N-][Si](C)(C)C)(C)C.Cl[C:32]([O:34][CH2:35][C:36]1[CH:41]=[CH:40][CH:39]=[CH:38][CH:37]=1)=[O:33]. The catalyst is C1COCC1. The product is [CH2:35]([O:34][C:32]([N:1]1[C:9]2[C:4](=[CH:5][CH:6]=[CH:7][CH:8]=2)[C:3]([CH2:10][C:11]([OH:13])=[O:12])=[CH:2]1)=[O:33])[C:36]1[CH:41]=[CH:40][CH:39]=[CH:38][CH:37]=1. The yield is 0.980. (2) The reactants are [F:1][C:2]1[CH:7]=[CH:6][C:5]([CH:8]2[C:17]([CH3:19])([CH3:18])[CH2:16][C:15]3[C:10](=[CH:11][CH:12]=[C:13]([C:20]([O-:22])=[O:21])[CH:14]=3)[NH:9]2)=[CH:4][C:3]=1[N+:23]([O-])=O.[CH:26]1([C:32]([OH:34])=O)[CH2:31][CH2:30][CH2:29][CH2:28][CH2:27]1.[CH:35](N(CC)C(C)C)(C)C.P(Cl)(Cl)(Cl)=O. The catalyst is ClCCl. The product is [CH:26]1([C:32]([NH:23][C:3]2[CH:4]=[C:5]([CH:8]3[C:17]([CH3:19])([CH3:18])[CH2:16][C:15]4[C:10](=[CH:11][CH:12]=[C:13]([C:20]([O:22][CH3:35])=[O:21])[CH:14]=4)[NH:9]3)[CH:6]=[CH:7][C:2]=2[F:1])=[O:34])[CH2:31][CH2:30][CH2:29][CH2:28][CH2:27]1. The yield is 0.860.